From a dataset of Catalyst prediction with 721,799 reactions and 888 catalyst types from USPTO. Predict which catalyst facilitates the given reaction. (1) Reactant: [NH2:1][C:2]1[N:7]=[C:6](Cl)[C:5]([C:9]#[N:10])=[C:4]([C:11]2[CH:16]=[CH:15][CH:14]=[CH:13][CH:12]=2)[N:3]=1.[CH:17]1([OH:23])[CH2:22][CH2:21][CH2:20][CH2:19][CH2:18]1.C1CCN2C(=NCCC2)CC1. Product: [NH2:1][C:2]1[N:7]=[C:6]([O:23][CH:17]2[CH2:22][CH2:21][CH2:20][CH2:19][CH2:18]2)[C:5]([C:9]#[N:10])=[C:4]([C:11]2[CH:16]=[CH:15][CH:14]=[CH:13][CH:12]=2)[N:3]=1. The catalyst class is: 57. (2) The catalyst class is: 68. Product: [OH:50][NH:49][C:4]([C:6]1[S:10][C:9]2[CH:11]=[C:12]([CH2:15][NH:24][CH2:17][C:18]3[CH:23]=[CH:22][CH:21]=[CH:20][CH:19]=3)[CH:13]=[CH:14][C:8]=2[CH:7]=1)=[O:5]. Reactant: C(O[C:4]([C:6]1[S:10][C:9]2[CH:11]=[C:12]([CH:15]=O)[CH:13]=[CH:14][C:8]=2[CH:7]=1)=[O:5])C.[CH2:17]([NH2:24])[C:18]1[CH:23]=[CH:22][CH:21]=[CH:20][CH:19]=1.C(O[BH-](OC(=O)C)OC(=O)C)(=O)C.[Na+].C(O)(=O)C.C([O-])(O)=O.[Na+].Cl.[NH2:49][OH:50].C[O-].[Na+]. (3) Reactant: Cl.[NH2:2][CH2:3][C:4]1[CH:12]=[CH:11][CH:10]=[C:9]2[C:5]=1[CH2:6][N:7]([CH:14]1[CH2:19][CH2:18][C:17](=[O:20])[NH:16][C:15]1=[O:21])[C:8]2=[O:13].[C:22](Cl)(=[O:31])[C:23]1[CH:28]=[CH:27][C:26]([O:29][CH3:30])=[CH:25][CH:24]=1.C(N(CC)CC)C. Product: [O:21]=[C:15]1[CH:14]([N:7]2[CH2:6][C:5]3[C:9](=[CH:10][CH:11]=[CH:12][C:4]=3[CH2:3][NH:2][C:22](=[O:31])[C:23]3[CH:28]=[CH:27][C:26]([O:29][CH3:30])=[CH:25][CH:24]=3)[C:8]2=[O:13])[CH2:19][CH2:18][C:17](=[O:20])[NH:16]1. The catalyst class is: 1.